From a dataset of Forward reaction prediction with 1.9M reactions from USPTO patents (1976-2016). Predict the product of the given reaction. (1) Given the reactants Cl[C:2]1[N:7]=[C:6]([NH2:8])[CH:5]=[N:4][CH:3]=1.[H-].[Na+].[CH3:11][C:12]1([CH3:19])[O:16][C@H:15]([CH2:17][OH:18])[CH2:14][O:13]1, predict the reaction product. The product is: [CH3:11][C:12]1([CH3:19])[O:16][C@H:15]([CH2:17][O:18][C:2]2[N:7]=[C:6]([NH2:8])[CH:5]=[N:4][CH:3]=2)[CH2:14][O:13]1. (2) Given the reactants [C:1]([NH:8][C:9]1([C:12]([OH:14])=O)[CH2:11][CH2:10]1)([O:3][C:4]([CH3:7])([CH3:6])[CH3:5])=[O:2].C(N1C=CN=C1)(N1C=CN=C1)=O.O[NH:28][C:29](=[NH:31])[CH3:30], predict the reaction product. The product is: [C:4]([O:3][C:1](=[O:2])[NH:8][C:9]1([C:12]2[O:14][N:31]=[C:29]([CH3:30])[N:28]=2)[CH2:10][CH2:11]1)([CH3:5])([CH3:6])[CH3:7]. (3) Given the reactants [CH3:1][C:2]1[N:3]=[CH:4][C:5]([N:8]2[CH2:13][CH2:12][CH:11]([O:14][C:15]3[S:16][C:17]4[CH:23]=[C:22]([C:24]5[CH2:29][CH2:28][N:27](C(OC(C)(C)C)=O)[CH2:26][CH:25]=5)[CH:21]=[CH:20][C:18]=4[N:19]=3)[CH2:10][CH2:9]2)=[N:6][CH:7]=1.C(O)(C(F)(F)F)=O.C(C1C=NC(N2CCC(OC3SC4C=C(C5CCNCC=5)C=CC=4N=3)CC2)=NC=1)CC, predict the reaction product. The product is: [CH3:1][C:2]1[N:3]=[CH:4][C:5]([N:8]2[CH2:13][CH2:12][CH:11]([O:14][C:15]3[S:16][C:17]4[CH:23]=[C:22]([C:24]5[CH2:29][CH2:28][NH:27][CH2:26][CH:25]=5)[CH:21]=[CH:20][C:18]=4[N:19]=3)[CH2:10][CH2:9]2)=[N:6][CH:7]=1. (4) The product is: [CH:1]1([CH2:4][N:5]2[C:9]3=[N:10][CH:11]=[C:12]([N:14]([CH3:15])[S:38]([C:34]4[S:33][CH:37]=[CH:36][CH:35]=4)(=[O:40])=[O:39])[CH:13]=[C:8]3[N:7]=[C:6]2[CH2:16][C:17]2[CH:22]=[CH:21][C:20]([O:23][CH2:24][CH3:25])=[CH:19][CH:18]=2)[CH2:3][CH2:2]1. Given the reactants [CH:1]1([CH2:4][N:5]2[C:9]3=[N:10][CH:11]=[C:12]([NH:14][CH3:15])[CH:13]=[C:8]3[N:7]=[C:6]2[CH2:16][C:17]2[CH:22]=[CH:21][C:20]([O:23][CH2:24][CH3:25])=[CH:19][CH:18]=2)[CH2:3][CH2:2]1.C(N(CC)CC)C.[S:33]1[CH:37]=[CH:36][CH:35]=[C:34]1[S:38](Cl)(=[O:40])=[O:39].CC(O)=O, predict the reaction product. (5) Given the reactants [CH2:1]([NH:4][C:5]([C:7]1[C:8]([I:19])=[C:9]([C:13]([I:18])=[C:14]([NH2:17])[C:15]=1[I:16])[C:10]([Cl:12])=[O:11])=[O:6])[CH:2]=[CH2:3].[C:20]([OH:23])(=[O:22])[CH3:21].[C:24]([OH:27])(=[O:26])[CH3:25].[C:28]([OH:31])(=[O:30])[CH3:29].[O:32]=[C:33](Cl)[C@H:34]([C@@H:36]([CH2:38]O)O)O, predict the reaction product. The product is: [C:20]([O:23][CH:36]([CH2:38][O:30][C:28](=[O:31])[CH3:29])[CH:34]([O:26][C:24](=[O:27])[CH3:25])[C:33](=[O:32])[NH:17][C:14]1[C:13]([I:18])=[C:9]([C:10]([Cl:12])=[O:11])[C:8]([I:19])=[C:7]([C:5](=[O:6])[NH:4][CH2:1][CH:2]=[CH2:3])[C:15]=1[I:16])(=[O:22])[CH3:21]. (6) Given the reactants [CH2:1]([N:4]1[C:12](=[O:13])[C:11]2[C:6](=[N:7][C:8](SC)=[N:9][CH:10]=2)[N:5]1[C:16]1[CH:21]=[CH:20][CH:19]=[C:18]([CH2:22][C:23]([OH:26])([CH3:25])[CH3:24])[N:17]=1)[CH:2]=[CH2:3].[CH3:27][O:28][CH2:29][CH2:30][N:31]1[CH2:36][CH2:35][N:34]([C:37]2[CH:43]=[CH:42][C:40]([NH2:41])=[CH:39][CH:38]=2)[CH2:33][CH2:32]1, predict the reaction product. The product is: [OH:26][C:23]([CH3:25])([CH3:24])[CH2:22][C:18]1[N:17]=[C:16]([N:5]2[C:6]3=[N:7][C:8]([NH:41][C:40]4[CH:39]=[CH:38][C:37]([N:34]5[CH2:33][CH2:32][N:31]([CH2:30][CH2:29][O:28][CH3:27])[CH2:36][CH2:35]5)=[CH:43][CH:42]=4)=[N:9][CH:10]=[C:11]3[C:12](=[O:13])[N:4]2[CH2:1][C:2]#[CH:3])[CH:21]=[CH:20][CH:19]=1. (7) Given the reactants [CH2:1]([S:3][C:4]1[S:8][CH:7]=[N:6][C:5]=1[C:9]([O:11]CC)=[O:10])[CH3:2].[OH-].[Na+].Cl, predict the reaction product. The product is: [CH2:1]([S:3][C:4]1[S:8][CH:7]=[N:6][C:5]=1[C:9]([OH:11])=[O:10])[CH3:2]. (8) Given the reactants [C:1]([OH:5])(=O)[CH2:2][OH:3].[CH3:6][C@@H:7]([O:11][C:12]1[CH:21]=[CH:20][CH:19]=[C:18]2[C:13]=1[C:14]([NH:22][C:23]1[CH:28]=[CH:27][C:26]([O:29][C:30]3[CH:31]=[N:32][C:33]([CH3:36])=[CH:34][CH:35]=3)=[C:25]([CH3:37])[CH:24]=1)=[N:15][CH:16]=[N:17]2)[CH2:8][NH:9][CH3:10], predict the reaction product. The product is: [OH:3][CH2:2][C:1]([N:9]([CH3:10])[CH2:8][C@H:7]([O:11][C:12]1[CH:21]=[CH:20][CH:19]=[C:18]2[C:13]=1[C:14]([NH:22][C:23]1[CH:28]=[CH:27][C:26]([O:29][C:30]3[CH:31]=[N:32][C:33]([CH3:36])=[CH:34][CH:35]=3)=[C:25]([CH3:37])[CH:24]=1)=[N:15][CH:16]=[N:17]2)[CH3:6])=[O:5].